Dataset: NCI-60 drug combinations with 297,098 pairs across 59 cell lines. Task: Regression. Given two drug SMILES strings and cell line genomic features, predict the synergy score measuring deviation from expected non-interaction effect. (1) Drug 1: C1=NC(=NC(=O)N1C2C(C(C(O2)CO)O)O)N. Drug 2: CN(CCCl)CCCl.Cl. Cell line: IGROV1. Synergy scores: CSS=27.7, Synergy_ZIP=-8.79, Synergy_Bliss=-1.21, Synergy_Loewe=1.70, Synergy_HSA=2.55. (2) Drug 1: CC12CCC3C(C1CCC2=O)CC(=C)C4=CC(=O)C=CC34C. Drug 2: COC1=CC(=CC(=C1O)OC)C2C3C(COC3=O)C(C4=CC5=C(C=C24)OCO5)OC6C(C(C7C(O6)COC(O7)C8=CC=CS8)O)O. Cell line: PC-3. Synergy scores: CSS=40.6, Synergy_ZIP=1.63, Synergy_Bliss=3.43, Synergy_Loewe=-8.08, Synergy_HSA=6.19. (3) Drug 1: C1=NC2=C(N1)C(=S)N=C(N2)N. Drug 2: CC1C(C(CC(O1)OC2CC(OC(C2O)C)OC3=CC4=CC5=C(C(=O)C(C(C5)C(C(=O)C(C(C)O)O)OC)OC6CC(C(C(O6)C)O)OC7CC(C(C(O7)C)O)OC8CC(C(C(O8)C)O)(C)O)C(=C4C(=C3C)O)O)O)O. Cell line: UACC62. Synergy scores: CSS=34.6, Synergy_ZIP=6.97, Synergy_Bliss=7.00, Synergy_Loewe=7.86, Synergy_HSA=8.41.